Dataset: Forward reaction prediction with 1.9M reactions from USPTO patents (1976-2016). Task: Predict the product of the given reaction. (1) Given the reactants [H-].[H-].[H-].[H-].[Al+3].[Li+].[CH3:7][C:8]1[CH:13]=[C:12]([OH:14])[C:11]([CH3:15])=[CH:10][C:9]=1[S:16]C#N, predict the reaction product. The product is: [CH3:7][C:8]1[CH:13]=[C:12]([OH:14])[C:11]([CH3:15])=[CH:10][C:9]=1[SH:16]. (2) Given the reactants [F:1][C:2]1[CH:3]=[C:4]([N:21]2[CH2:25][C@H:24]([CH2:26][N:27]3[CH:31]=[CH:30][N:29]=[N:28]3)[O:23][C:22]2=[O:32])[CH:5]=[CH:6][C:7]=1[C:8]1[CH:9]=[N:10][C:11]([C:14]2[CH2:18][C@@H:17]([CH2:19]O)[O:16][N:15]=2)=[CH:12][CH:13]=1.C1(P(C2C=CC=CC=2)C2C=CC=CC=2)C=CC=CC=1.C(Cl)(Cl)(Cl)[Cl:53], predict the reaction product. The product is: [Cl:53][CH2:19][C@H:17]1[O:16][N:15]=[C:14]([C:11]2[N:10]=[CH:9][C:8]([C:7]3[CH:6]=[CH:5][C:4]([N:21]4[CH2:25][C@H:24]([CH2:26][N:27]5[CH:31]=[CH:30][N:29]=[N:28]5)[O:23][C:22]4=[O:32])=[CH:3][C:2]=3[F:1])=[CH:13][CH:12]=2)[CH2:18]1. (3) Given the reactants [CH3:1][O:2][CH2:3][C@H:4]([CH3:31])[O:5][C:6]1[CH:7]=[C:8]([C:23]2[NH:27][C:26]([C:28]([OH:30])=O)=[CH:25][CH:24]=2)[CH:9]=[C:10]([O:12][Si:13]([CH:20]([CH3:22])[CH3:21])([CH:17]([CH3:19])[CH3:18])[CH:14]([CH3:16])[CH3:15])[CH:11]=1.[NH2:32][CH2:33][C@H:34]([OH:37])[CH2:35][CH3:36].CCN=C=NCCCN(C)C.Cl.[Cl-].[NH4+], predict the reaction product. The product is: [OH:37][C@H:34]([CH2:35][CH3:36])[CH2:33][NH:32][C:28]([C:26]1[NH:27][C:23]([C:8]2[CH:9]=[C:10]([O:12][Si:13]([CH:14]([CH3:15])[CH3:16])([CH:17]([CH3:19])[CH3:18])[CH:20]([CH3:21])[CH3:22])[CH:11]=[C:6]([O:5][C@@H:4]([CH3:31])[CH2:3][O:2][CH3:1])[CH:7]=2)=[CH:24][CH:25]=1)=[O:30]. (4) Given the reactants [F:1][C:2]1[CH:7]=[CH:6][C:5]([N:8]2[C:12]([C:13]3[N:14]=[CH:15][N:16]([C:18]4[CH:26]=[CH:25][C:21]([C:22]([OH:24])=O)=[CH:20][N:19]=4)[CH:17]=3)=[C:11]([CH3:27])[N:10]=[N:9]2)=[CH:4][CH:3]=1.[NH2:28][CH:29]1[CH2:34][CH2:33][O:32][CH2:31][CH2:30]1, predict the reaction product. The product is: [F:1][C:2]1[CH:7]=[CH:6][C:5]([N:8]2[C:12]([C:13]3[N:14]=[CH:15][N:16]([C:18]4[CH:26]=[CH:25][C:21]([C:22]([NH:28][CH:29]5[CH2:34][CH2:33][O:32][CH2:31][CH2:30]5)=[O:24])=[CH:20][N:19]=4)[CH:17]=3)=[C:11]([CH3:27])[N:10]=[N:9]2)=[CH:4][CH:3]=1. (5) Given the reactants [F:1][C:2]1[CH:7]=[C:6]([O:8][C@H:9]2[CH2:14][CH2:13][CH2:12][CH2:11][C@@H:10]2[C:15]2[C:16]([N+:26]([O-:28])=[O:27])=[N:17][N:18](C3CCCCO3)[CH:19]=2)[CH:5]=[C:4]([F:29])[C:3]=1[S:30]([N:33]([C:41]1[N:42]=[CH:43][S:44][CH:45]=1)C(=O)OC(C)(C)C)(=[O:32])=[O:31].FC(F)(F)C(O)=O.ClCCl, predict the reaction product. The product is: [F:29][C:4]1[CH:5]=[C:6]([O:8][C@H:9]2[CH2:14][CH2:13][CH2:12][CH2:11][C@@H:10]2[C:15]2[C:16]([N+:26]([O-:28])=[O:27])=[N:17][NH:18][CH:19]=2)[CH:7]=[C:2]([F:1])[C:3]=1[S:30]([NH:33][C:41]1[N:42]=[CH:43][S:44][CH:45]=1)(=[O:32])=[O:31]. (6) Given the reactants [C:1]([C:3]1([C:6]([NH2:8])=[O:7])[CH2:5][CH2:4]1)#[N:2].C(Cl)(=O)[C:10](Cl)=[O:11].[CH3:15][N:16]1[CH:20]=[C:19]([C:21]2[CH:26]=[C:25]([O:27][C:28]3[CH:29]=[CH:30][C:31]([NH2:34])=[N:32][CH:33]=3)[CH:24]=[CH:23][N:22]=2)[CH:18]=[N:17]1.N1C=CC=CC=1, predict the reaction product. The product is: [C:1]([C:3]1([C:6]([NH:8][C:10](=[O:11])[NH:34][C:31]2[CH:30]=[CH:29][C:28]([O:27][C:25]3[CH:24]=[CH:23][N:22]=[C:21]([C:19]4[CH:18]=[N:17][N:16]([CH3:15])[CH:20]=4)[CH:26]=3)=[CH:33][N:32]=2)=[O:7])[CH2:5][CH2:4]1)#[N:2]. (7) Given the reactants [CH3:1][N:2]([S:22]([C:25]1[S:26][CH:27]=[CH:28][CH:29]=1)(=[O:24])=[O:23])[C:3]1[CH:4]=[CH:5][CH:6]=[C:7]2[C:11]=1[NH:10][C:9]([C:12]1[S:16][C:15](C(OCC)=O)=[N:14][N:13]=1)=[CH:8]2.[OH-].[Na+].O1CCCC1, predict the reaction product. The product is: [CH3:1][N:2]([C:3]1[CH:4]=[CH:5][CH:6]=[C:7]2[C:11]=1[NH:10][C:9]([C:12]1[S:16][CH:15]=[N:14][N:13]=1)=[CH:8]2)[S:22]([C:25]1[S:26][CH:27]=[CH:28][CH:29]=1)(=[O:24])=[O:23].